Dataset: Forward reaction prediction with 1.9M reactions from USPTO patents (1976-2016). Task: Predict the product of the given reaction. (1) The product is: [Cl:25][C:15]1[C:16]([O:23][CH3:24])=[CH:17][C:18]([O:21][CH3:22])=[C:19]([Cl:20])[C:14]=1[NH:13][C:11]([C:8]1[C:4]2[N:5]=[CH:6][N:7]=[C:2]([NH:1][C:37]([NH:36][C:32]3[CH:33]=[CH:34][CH:35]=[C:30]([C:29]([F:28])([F:39])[F:40])[CH:31]=3)=[O:38])[C:3]=2[S:10][CH:9]=1)=[O:12]. Given the reactants [NH2:1][C:2]1[C:3]2[S:10][CH:9]=[C:8]([C:11]([NH:13][C:14]3[C:19]([Cl:20])=[C:18]([O:21][CH3:22])[CH:17]=[C:16]([O:23][CH3:24])[C:15]=3[Cl:25])=[O:12])[C:4]=2[N:5]=[CH:6][N:7]=1.[OH-].[Na+].[F:28][C:29]([F:40])([F:39])[C:30]1[CH:35]=[CH:34][CH:33]=[C:32]([N:36]=[C:37]=[O:38])[CH:31]=1.[Cl-].[NH4+], predict the reaction product. (2) Given the reactants [Br:1][C:2]1[CH:9]=[C:8]([F:10])[C:7]([CH3:11])=[CH:6][C:3]=1[CH:4]=[O:5].S(=O)(=O)([OH:14])N.Cl([O-])=O.[Na+].OP([O-])(O)=O.[K+], predict the reaction product. The product is: [Br:1][C:2]1[CH:9]=[C:8]([F:10])[C:7]([CH3:11])=[CH:6][C:3]=1[C:4]([OH:14])=[O:5].